Dataset: M1 muscarinic receptor antagonist screen with 61,756 compounds. Task: Binary Classification. Given a drug SMILES string, predict its activity (active/inactive) in a high-throughput screening assay against a specified biological target. The result is 0 (inactive). The drug is O=C(NCCN(C)C)C(n1c(=O)cccc1)C(=O)c1ccccc1.